From a dataset of Full USPTO retrosynthesis dataset with 1.9M reactions from patents (1976-2016). Predict the reactants needed to synthesize the given product. (1) The reactants are: [CH3:1][O:2][C:3](=[O:16])[CH2:4][C:5]1[C:10]([Cl:11])=[CH:9][C:8]([N+:12]([O-])=O)=[CH:7][C:6]=1[Cl:15]. Given the product [CH3:1][O:2][C:3](=[O:16])[CH2:4][C:5]1[C:6]([Cl:15])=[CH:7][C:8]([NH2:12])=[CH:9][C:10]=1[Cl:11], predict the reactants needed to synthesize it. (2) Given the product [CH3:23][C:24]1[CH:29]=[CH:28][C:27]([C:2]2[CH:14]=[C:13]([C:15]3[CH2:22][C:18]4([CH2:21][CH2:20][CH2:19]4)[O:17][N:16]=3)[CH:12]=[C:4]([C:5]([O:7][C:8]([CH3:11])([CH3:10])[CH3:9])=[O:6])[CH:3]=2)=[CH:26][CH:25]=1, predict the reactants needed to synthesize it. The reactants are: Br[C:2]1[CH:3]=[C:4]([CH:12]=[C:13]([C:15]2[CH2:22][C:18]3([CH2:21][CH2:20][CH2:19]3)[O:17][N:16]=2)[CH:14]=1)[C:5]([O:7][C:8]([CH3:11])([CH3:10])[CH3:9])=[O:6].[CH3:23][C:24]1[CH:29]=[CH:28][C:27](B(O)O)=[CH:26][CH:25]=1.C(=O)([O-])[O-].[Cs+].[Cs+].C([O-])(O)=O.[Na+]. (3) Given the product [CH3:1][C:2]1[CH:11]=[C:10]([CH:12]([N:14]2[CH2:19][CH2:18][CH2:17][CH2:16][CH2:15]2)[CH3:13])[CH:9]=[CH:8][C:3]=1[C:4]([OH:6])=[O:5], predict the reactants needed to synthesize it. The reactants are: [CH3:1][C:2]1[CH:11]=[C:10]([CH:12]([N:14]2[CH2:19][CH2:18][CH2:17][CH2:16][CH2:15]2)[CH3:13])[CH:9]=[CH:8][C:3]=1[C:4]([O:6]C)=[O:5].O1CCCC1.CO.[OH-].[Li+]. (4) Given the product [CH:15]1([CH2:20][CH2:21][C:22]([NH:24][C:25]2[NH:26][CH:27]=[C:28]([C:33]3[CH:34]=[CH:35][C:36]([NH:39][C:13]([NH:12][C:3]4[CH:4]=[C:5]([C:8]([F:11])([F:10])[F:9])[CH:6]=[CH:7][C:2]=4[F:1])=[O:14])=[CH:37][CH:38]=3)[C:29]=2[C:30]([NH2:32])=[O:31])=[O:23])[CH2:19][CH2:18][CH2:17][CH2:16]1, predict the reactants needed to synthesize it. The reactants are: [F:1][C:2]1[CH:7]=[CH:6][C:5]([C:8]([F:11])([F:10])[F:9])=[CH:4][C:3]=1[N:12]=[C:13]=[O:14].[CH:15]1([CH2:20][CH2:21][C:22]([NH:24][C:25]2[NH:26][CH:27]=[C:28]([C:33]3[CH:38]=[CH:37][C:36]([NH2:39])=[CH:35][CH:34]=3)[C:29]=2[C:30]([NH2:32])=[O:31])=[O:23])[CH2:19][CH2:18][CH2:17][CH2:16]1. (5) Given the product [F:23][C:18]1[CH:17]=[C:16]([S:13]([NH:12][C:8]2[CH:7]=[CH:6][CH:5]=[C:4]3[C:9]=2[CH:10]=[CH:11][C:2]([NH:34][C:33]2[C:27]4[O:26][C:25]([CH3:24])=[CH:29][C:28]=4[CH:30]=[CH:31][CH:32]=2)=[N:3]3)(=[O:15])=[O:14])[CH:21]=[C:20]([F:22])[CH:19]=1, predict the reactants needed to synthesize it. The reactants are: Cl[C:2]1[CH:11]=[CH:10][C:9]2[C:4](=[CH:5][CH:6]=[CH:7][C:8]=2[NH:12][S:13]([C:16]2[CH:21]=[C:20]([F:22])[CH:19]=[C:18]([F:23])[CH:17]=2)(=[O:15])=[O:14])[N:3]=1.[CH3:24][C:25]1[O:26][C:27]2[C:33]([NH2:34])=[CH:32][CH:31]=[CH:30][C:28]=2[CH:29]=1. (6) Given the product [Cl:13][C:5]1[C:4]2[C:9](=[CH:10][CH:11]=[C:2]([NH:19][CH2:18][C:17]3[CH:20]=[CH:21][C:22]([CH3:23])=[C:15]([CH3:14])[CH:16]=3)[CH:3]=2)[C:8](=[O:12])[NH:7][N:6]=1, predict the reactants needed to synthesize it. The reactants are: Br[C:2]1[CH:3]=[C:4]2[C:9](=[CH:10][CH:11]=1)[C:8](=[O:12])[NH:7][N:6]=[C:5]2[Cl:13].[CH3:14][C:15]1[CH:16]=[C:17]([CH:20]=[CH:21][C:22]=1[CH3:23])[CH2:18][NH2:19].C1C=CC(P(C2C(C3C(P(C4C=CC=CC=4)C4C=CC=CC=4)=CC=C4C=3C=CC=C4)=C3C(C=CC=C3)=CC=2)C2C=CC=CC=2)=CC=1.CC([O-])(C)C.[Na+]. (7) Given the product [O:3]=[C:4]([OH:1])[C@@H:5]([C@H:7]([C@@H:9]([C@@H:11]([CH2:13][OH:14])[OH:12])[OH:10])[OH:8])[OH:6], predict the reactants needed to synthesize it. The reactants are: [OH-:1].[Na+].[O:3]=[CH:4][C@@H:5]([C@H:7]([C@@H:9]([C@@H:11]([CH2:13][OH:14])[OH:12])[OH:10])[OH:8])[OH:6]. (8) The reactants are: [CH2:1]([O:3][C:4]1[CH:9]=[CH:8][CH:7]=[CH:6][C:5]=1[C:10]1[NH:15][C:14](=[O:16])[C:13]2=[C:17]([CH2:25][CH3:26])[N:18]=[C:19]([CH:20]3[CH2:24][CH2:23][CH2:22][CH2:21]3)[N:12]2[N:11]=1)[CH3:2].[S:27](Cl)([Cl:30])(=[O:29])=[O:28]. Given the product [CH2:1]([O:3][C:4]1[CH:9]=[CH:8][C:7]([S:27]([Cl:30])(=[O:29])=[O:28])=[CH:6][C:5]=1[C:10]1[NH:15][C:14](=[O:16])[C:13]2=[C:17]([CH2:25][CH3:26])[N:18]=[C:19]([CH:20]3[CH2:24][CH2:23][CH2:22][CH2:21]3)[N:12]2[N:11]=1)[CH3:2], predict the reactants needed to synthesize it. (9) Given the product [CH2:17]([CH:16]([NH:24][C:25]([C:27]1[CH:36]=[N:35][C:34]2[C:29](=[CH:30][CH:31]=[CH:32][CH:33]=2)[N:28]=1)=[O:26])[CH:12]([OH:13])[CH2:11][CH:10]([C:14](=[O:15])[NH:2][OH:3])[CH2:9][CH2:8][C:7]([F:6])([CH3:38])[CH3:37])[C:18]1[CH:19]=[CH:20][CH:21]=[CH:22][CH:23]=1, predict the reactants needed to synthesize it. The reactants are: Cl.[NH2:2][OH:3].[OH-].[K+].[F:6][C:7]([CH3:38])([CH3:37])[CH2:8][CH2:9][C@H:10]1[C:14](=[O:15])[O:13][C@H:12]([C@@H:16]([NH:24][C:25]([C:27]2[CH:36]=[N:35][C:34]3[C:29](=[CH:30][CH:31]=[CH:32][CH:33]=3)[N:28]=2)=[O:26])[CH2:17][C:18]2[CH:23]=[CH:22][CH:21]=[CH:20][CH:19]=2)[CH2:11]1.